Dataset: NCI-60 drug combinations with 297,098 pairs across 59 cell lines. Task: Regression. Given two drug SMILES strings and cell line genomic features, predict the synergy score measuring deviation from expected non-interaction effect. (1) Cell line: OVCAR-8. Drug 1: CN1C(=O)N2C=NC(=C2N=N1)C(=O)N. Drug 2: CN(C(=O)NC(C=O)C(C(C(CO)O)O)O)N=O. Synergy scores: CSS=1.39, Synergy_ZIP=-2.11, Synergy_Bliss=-3.02, Synergy_Loewe=-3.23, Synergy_HSA=-2.61. (2) Drug 1: C1=CN(C(=O)N=C1N)C2C(C(C(O2)CO)O)O.Cl. Drug 2: CC1=C(C=C(C=C1)NC(=O)C2=CC=C(C=C2)CN3CCN(CC3)C)NC4=NC=CC(=N4)C5=CN=CC=C5. Cell line: NCI-H522. Synergy scores: CSS=27.5, Synergy_ZIP=-1.02, Synergy_Bliss=-2.49, Synergy_Loewe=-11.9, Synergy_HSA=-1.81. (3) Drug 1: CS(=O)(=O)CCNCC1=CC=C(O1)C2=CC3=C(C=C2)N=CN=C3NC4=CC(=C(C=C4)OCC5=CC(=CC=C5)F)Cl. Drug 2: C1CN(CCN1C(=O)CCBr)C(=O)CCBr. Cell line: SF-268. Synergy scores: CSS=11.4, Synergy_ZIP=-4.65, Synergy_Bliss=2.00, Synergy_Loewe=-0.760, Synergy_HSA=0.632. (4) Drug 1: CC1CCC2CC(C(=CC=CC=CC(CC(C(=O)C(C(C(=CC(C(=O)CC(OC(=O)C3CCCCN3C(=O)C(=O)C1(O2)O)C(C)CC4CCC(C(C4)OC)OCCO)C)C)O)OC)C)C)C)OC. Drug 2: C1=NC2=C(N1)C(=S)N=CN2. Cell line: 786-0. Synergy scores: CSS=48.9, Synergy_ZIP=0.200, Synergy_Bliss=0.650, Synergy_Loewe=0.206, Synergy_HSA=-0.720. (5) Drug 1: CC1C(C(CC(O1)OC2CC(CC3=C2C(=C4C(=C3O)C(=O)C5=C(C4=O)C(=CC=C5)OC)O)(C(=O)CO)O)N)O.Cl. Drug 2: C(CC(=O)O)C(=O)CN.Cl. Cell line: HT29. Synergy scores: CSS=-2.98, Synergy_ZIP=1.26, Synergy_Bliss=0.835, Synergy_Loewe=-1.37, Synergy_HSA=-1.28. (6) Drug 1: CC1C(C(CC(O1)OC2CC(OC(C2O)C)OC3=CC4=CC5=C(C(=O)C(C(C5)C(C(=O)C(C(C)O)O)OC)OC6CC(C(C(O6)C)O)OC7CC(C(C(O7)C)O)OC8CC(C(C(O8)C)O)(C)O)C(=C4C(=C3C)O)O)O)O. Drug 2: CC1CCCC2(C(O2)CC(NC(=O)CC(C(C(=O)C(C1O)C)(C)C)O)C(=CC3=CSC(=N3)C)C)C. Cell line: SK-MEL-28. Synergy scores: CSS=60.4, Synergy_ZIP=2.60, Synergy_Bliss=2.79, Synergy_Loewe=-0.304, Synergy_HSA=2.78. (7) Drug 1: C1=CC(=CC=C1CCC2=CNC3=C2C(=O)NC(=N3)N)C(=O)NC(CCC(=O)O)C(=O)O. Drug 2: CN(C)N=NC1=C(NC=N1)C(=O)N. Cell line: MOLT-4. Synergy scores: CSS=73.8, Synergy_ZIP=2.12, Synergy_Bliss=0.276, Synergy_Loewe=-3.23, Synergy_HSA=0.644. (8) Drug 1: CCN(CC)CCCC(C)NC1=C2C=C(C=CC2=NC3=C1C=CC(=C3)Cl)OC. Drug 2: C(CN)CNCCSP(=O)(O)O. Cell line: MDA-MB-231. Synergy scores: CSS=20.1, Synergy_ZIP=-7.02, Synergy_Bliss=3.76, Synergy_Loewe=-21.7, Synergy_HSA=2.44. (9) Synergy scores: CSS=1.95, Synergy_ZIP=-0.306, Synergy_Bliss=-1.21, Synergy_Loewe=-0.489, Synergy_HSA=-2.11. Drug 1: C1=NC(=NC(=O)N1C2C(C(C(O2)CO)O)O)N. Cell line: T-47D. Drug 2: CN(CC1=CN=C2C(=N1)C(=NC(=N2)N)N)C3=CC=C(C=C3)C(=O)NC(CCC(=O)O)C(=O)O.